From a dataset of Forward reaction prediction with 1.9M reactions from USPTO patents (1976-2016). Predict the product of the given reaction. (1) Given the reactants [CH:1]1[C:6](NC(CI)=O)=[CH:5][C:4]([C:12]([OH:14])=[O:13])=[C:3]([C:15]2[C:25]3[CH:26]=[CH:27][C:28]([OH:30])=[CH:29][C:24]=3[O:23][C:22]3[C:16]=2[CH:17]=[CH:18][C:19]([CH:21]=3)=[O:20])[CH:2]=1, predict the reaction product. The product is: [CH:1]1[CH:6]=[CH:5][C:4]([C:12]([OH:14])=[O:13])=[C:3]([C:15]2[C:16]3[CH:17]=[CH:18][C:19]([OH:20])=[CH:21][C:22]=3[O:23][C:24]3[C:25]=2[CH:26]=[CH:27][C:28]([CH:29]=3)=[O:30])[CH:2]=1. (2) Given the reactants Cl[C:2]1[CH:7]=[C:6]([CH3:8])[N:5]=[C:4]([CH3:9])[C:3]=1[C:10]([C:12]1[CH:17]=[CH:16][C:15]([Cl:18])=[CH:14][CH:13]=1)=O.O.[NH2:20][NH2:21], predict the reaction product. The product is: [Cl:18][C:15]1[CH:16]=[CH:17][C:12]([C:10]2[C:3]3[C:4]([CH3:9])=[N:5][C:6]([CH3:8])=[CH:7][C:2]=3[NH:21][N:20]=2)=[CH:13][CH:14]=1. (3) Given the reactants [C:1]([O:4][CH2:5][C:6]([NH:20]C(=O)OC(C)(C)C)([CH2:15][O:16][C:17](=[O:19])[CH3:18])[C:7](=[O:14])[C:8]1[CH:13]=[CH:12][CH:11]=[CH:10][CH:9]=1)(=[O:3])[CH3:2].[ClH:28].O1CCOCC1, predict the reaction product. The product is: [Cl-:28].[C:1]([O:4][CH2:5][C:6]([CH2:15][O:16][C:17](=[O:19])[CH3:18])([NH3+:20])[C:7](=[O:14])[C:8]1[CH:9]=[CH:10][CH:11]=[CH:12][CH:13]=1)(=[O:3])[CH3:2]. (4) Given the reactants CC.[CH3:3][CH2:4]C.[CH3:6][CH2:7][CH2:8][CH3:9], predict the reaction product. The product is: [CH3:3][CH3:4].[CH3:6][CH2:7][CH3:8].[CH3:6][CH2:7][CH2:8][CH3:9]. (5) Given the reactants O=[C:2]1[CH2:7][CH2:6][CH2:5][CH2:4][CH:3]1[C:8]#[N:9].[CH3:10][NH:11][NH2:12], predict the reaction product. The product is: [CH3:10][N:11]1[C:8]([NH2:9])=[C:3]2[C:2]([CH2:7][CH2:6][CH2:5][CH2:4]2)=[N:12]1.